Dataset: TCR-epitope binding with 47,182 pairs between 192 epitopes and 23,139 TCRs. Task: Binary Classification. Given a T-cell receptor sequence (or CDR3 region) and an epitope sequence, predict whether binding occurs between them. (1) The epitope is KLNVGDYFV. The TCR CDR3 sequence is CASSQENLLAGVFYNEQFF. Result: 1 (the TCR binds to the epitope). (2) The epitope is LSDDAVVCFNSTY. The TCR CDR3 sequence is CASSNPGTSTEDTQYF. Result: 0 (the TCR does not bind to the epitope). (3) The epitope is YIFFASFYY. The TCR CDR3 sequence is CASSRQGWAPNSPLHF. Result: 0 (the TCR does not bind to the epitope). (4) The epitope is IPSINVHHY. The TCR CDR3 sequence is CASRQLPRDSLYEQYF. Result: 1 (the TCR binds to the epitope).